Predict the reactants needed to synthesize the given product. From a dataset of Retrosynthesis with 50K atom-mapped reactions and 10 reaction types from USPTO. (1) The reactants are: CC(C)(C)OC(=O)N[C@@H](CCC(N)=O)C(=O)O. Given the product NC(=O)CC[C@H](N)C(=O)O, predict the reactants needed to synthesize it. (2) Given the product O=C(Nc1ccc(Nc2ccnc3[nH]c(=O)c4cc(Cl)ccc4c23)cc1)c1ccccc1, predict the reactants needed to synthesize it. The reactants are: Nc1ccc(NC(=O)c2ccccc2)cc1.O=c1[nH]c2nccc(Cl)c2c2ccc(Cl)cc12. (3) Given the product COC(=O)c1cc(F)ccc1-c1ncccn1, predict the reactants needed to synthesize it. The reactants are: COC(=O)c1cc(F)ccc1B1OC(C)(C)C(C)(C)O1.Clc1ncccn1. (4) The reactants are: CCCCCCOc1ccc(C2(O)CCN(C(=O)OCc3ccccc3)CC2)cc1. Given the product CCCCCCOc1ccc(C2(O)CCNCC2)cc1, predict the reactants needed to synthesize it. (5) Given the product C[N+](C)(C)CC(O)COc1ccc2sc3ccccc3c(=O)c2c1, predict the reactants needed to synthesize it. The reactants are: C[N+](C)(C)CC(O)CCl.O=c1c2ccccc2sc2ccc(O)cc12. (6) Given the product CCOc1ccc2c(c1)CCc1c(CC(CCCN)C(=O)O)ncn1-2, predict the reactants needed to synthesize it. The reactants are: CCOc1ccc2c(c1)CCc1c(CC(CCCNC(=O)OC(C)(C)C)C(=O)O)ncn1-2.